This data is from Forward reaction prediction with 1.9M reactions from USPTO patents (1976-2016). The task is: Predict the product of the given reaction. The product is: [CH3:1][O:2][CH2:3][CH2:4][S:5][C:6]1[CH:14]=[CH:13][CH:12]=[CH:11][C:7]=1[CH2:8][NH2:10]. Given the reactants [CH3:1][O:2][CH2:3][CH2:4][S:5][C:6]1[CH:14]=[CH:13][CH:12]=[CH:11][C:7]=1[C:8]([NH2:10])=O.[H-].[Al+3].[Li+].[H-].[H-].[H-], predict the reaction product.